Dataset: Catalyst prediction with 721,799 reactions and 888 catalyst types from USPTO. Task: Predict which catalyst facilitates the given reaction. Reactant: C(O[C:9]1[CH:14]=[CH:13][C:12]([C:15]2[C:19]3=[N:20][CH:21]=[C:22]([F:24])[CH:23]=[C:18]3[NH:17][N:16]=2)=[CH:11][CH:10]=1)C1C=CC=CC=1.C([O-])([O-])=O.[Cs+].[Cs+].FC(F)(F)S(O[CH2:37][CH:38]([F:40])[F:39])(=O)=O.[OH2:43]. Product: [F:39][CH:38]([F:40])[CH2:37][N:17]1[C:18]2[C:19](=[N:20][CH:21]=[C:22]([F:24])[CH:23]=2)[C:15]([C:12]2[CH:11]=[CH:10][CH:9]=[CH:14][C:13]=2[OH:43])=[N:16]1. The catalyst class is: 3.